This data is from Full USPTO retrosynthesis dataset with 1.9M reactions from patents (1976-2016). The task is: Predict the reactants needed to synthesize the given product. (1) Given the product [ClH:28].[ClH:28].[N:22]1([CH2:21][CH2:20][O:19][C:16]2[CH:17]=[CH:18][C:10]3[CH2:9][NH:8][CH2:14][CH2:13][CH2:12][C:11]=3[CH:15]=2)[CH2:23][CH2:24][CH2:25][CH2:26][CH2:27]1, predict the reactants needed to synthesize it. The reactants are: C(OC([N:8]1[CH2:14][CH2:13][CH2:12][C:11]2[CH:15]=[C:16]([O:19][CH2:20][CH2:21][N:22]3[CH2:27][CH2:26][CH2:25][CH2:24][CH2:23]3)[CH:17]=[CH:18][C:10]=2[CH2:9]1)=O)(C)(C)C.[ClH:28].O1CCOCC1. (2) Given the product [F:50][C:45]1[CH:44]=[C:43]([CH:48]=[C:47]([F:49])[CH:46]=1)[CH2:42][C@H:28]([NH:27][C:10](=[O:11])[C:9]1[CH:13]=[C:14]([C:16]2[O:17][CH:18]=[C:19]([CH3:21])[N:20]=2)[CH:15]=[C:7]([C:5]([N:4]([CH2:22][CH2:23][CH3:24])[CH2:1][CH2:2][CH3:3])=[O:6])[CH:8]=1)[C@H:29]([OH:41])[CH2:30][NH:31][CH2:32][C:33]1[CH:38]=[CH:37][CH:36]=[C:35]([CH2:39][CH3:40])[CH:34]=1, predict the reactants needed to synthesize it. The reactants are: [CH2:1]([N:4]([CH2:22][CH2:23][CH3:24])[C:5]([C:7]1[CH:8]=[C:9]([CH:13]=[C:14]([C:16]2[O:17][CH:18]=[C:19]([CH3:21])[N:20]=2)[CH:15]=1)[C:10](O)=[O:11])=[O:6])[CH2:2][CH3:3].Cl.Cl.[NH2:27][C@@H:28]([CH2:42][C:43]1[CH:48]=[C:47]([F:49])[CH:46]=[C:45]([F:50])[CH:44]=1)[C@H:29]([OH:41])[CH2:30][NH:31][CH2:32][C:33]1[CH:38]=[CH:37][CH:36]=[C:35]([CH2:39][CH3:40])[CH:34]=1.C1C=CC2N(O)N=NC=2C=1.CN1CCOCC1.C(Cl)CCl. (3) Given the product [NH2:1][C:2]1[N:7]=[CH:6][N:5]=[C:4]([NH:8][C@H:9]([C:11]2[N:16]([C:17]3[CH:18]=[CH:19][CH:20]=[CH:21][CH:22]=3)[C:15](=[O:23])[C:14]3=[CH:24][CH:25]=[CH:26][N:13]3[N:12]=2)[CH3:10])[C:3]=1[C:37]1[CH:38]=[N:39][NH:40][CH:41]=1, predict the reactants needed to synthesize it. The reactants are: [NH2:1][C:2]1[N:7]=[CH:6][N:5]=[C:4]([NH:8][C@H:9]([C:11]2[N:16]([C:17]3[CH:22]=[CH:21][CH:20]=[CH:19][CH:18]=3)[C:15](=[O:23])[C:14]3=[C:24](C)[CH:25]=[CH:26][N:13]3[N:12]=2)[CH3:10])[C:3]=1I.CC1(C)C(C)(C)OB([C:37]2[CH:38]=[N:39][NH:40][CH:41]=2)O1. (4) Given the product [Br:19][C:20]1[CH:25]=[CH:24][C:23]([CH:11]([C:12]2[S:16][CH:15]=[N:14][C:13]=2[CH3:17])[CH2:10][C:9]([C:6]2[CH:7]=[N:8][C:3]([O:2][CH3:1])=[CH:4][CH:5]=2)=[O:18])=[CH:22][CH:21]=1, predict the reactants needed to synthesize it. The reactants are: [CH3:1][O:2][C:3]1[N:8]=[CH:7][C:6]([C:9](=[O:18])/[CH:10]=[CH:11]/[C:12]2[S:16][CH:15]=[N:14][C:13]=2[CH3:17])=[CH:5][CH:4]=1.[Br:19][C:20]1[CH:25]=[CH:24][C:23](B(O)O)=[CH:22][CH:21]=1.C(=O)([O-])O.[Na+]. (5) Given the product [Br:13][CH2:14][C:15]1[CH:3]=[CH:2][C:1]([CH:5]=[O:4])=[CH:17][CH:16]=1, predict the reactants needed to synthesize it. The reactants are: [CH2:1]1[CH2:5][O:4][CH2:3][CH2:2]1.C1(C)C=CC=CC=1.[Br:13][C:14]1C=C(C#N)[CH:17]=[CH:16][C:15]=1C.CC(C[AlH]CC(C)C)C.Cl. (6) Given the product [S:26]1[CH:30]=[CH:29][C:28]2[CH:31]=[C:32]([CH2:35][S:36]([CH2:39][C@@H:40]([N:49]([OH:50])[CH:58]=[O:59])[C:41]3[CH:46]=[CH:45][C:44]([O:47][CH3:48])=[CH:43][CH:42]=3)(=[O:38])=[O:37])[CH:33]=[CH:34][C:27]1=2, predict the reactants needed to synthesize it. The reactants are: S1C=CC2C=C(CS(C[C@@H](NO)C3C=CC(OC)=CC=3)(=O)=O)C=CC1=2.[S:26]1[CH:30]=[CH:29][C:28]2[CH:31]=[C:32]([CH2:35][S:36]([CH2:39][C@@H:40]([N:49]([C:58](OC(C)(C)C)=[O:59])[O:50]C(OC(C)(C)C)=O)[C:41]3[CH:46]=[CH:45][C:44]([O:47][CH3:48])=[CH:43][CH:42]=3)(=[O:38])=[O:37])[CH:33]=[CH:34][C:27]1=2.C(O)(C(F)(F)F)=O.O. (7) Given the product [CH2:18]([C:17]([C:3]1[C:4]2[C:9](=[CH:8][CH:7]=[CH:6][CH:5]=2)[NH:1][CH:2]=1)([C:14]1[CH:13]=[CH:12][C:11]([F:10])=[CH:16][CH:15]=1)[CH2:20][CH3:21])[CH3:19], predict the reactants needed to synthesize it. The reactants are: [NH:1]1[C:9]2[C:4](=[CH:5][CH:6]=[CH:7][CH:8]=2)[CH:3]=[CH:2]1.[F:10][C:11]1[CH:16]=[CH:15][C:14]([C:17](O)([CH2:20][CH3:21])[CH2:18][CH3:19])=[CH:13][CH:12]=1.FC(F)(F)C(O)=O.C(=O)(O)[O-].[Na+]. (8) Given the product [O:1]1[C:5]2([CH2:10][CH2:9][C:8]([C:11]3[CH:12]=[CH:13][C:14]([C:15]([O:17][CH3:22])=[O:16])=[CH:18][CH:19]=3)=[CH:7][CH2:6]2)[O:4][CH2:3][CH2:2]1, predict the reactants needed to synthesize it. The reactants are: [O:1]1[C:5]2([CH2:10][CH2:9][C:8]([C:11]3[CH:19]=[CH:18][C:14]([C:15]([OH:17])=[O:16])=[CH:13][CH:12]=3)=[CH:7][CH2:6]2)[O:4][CH2:3][CH2:2]1.IC.[C:22](=O)([O-])[O-].[Cs+].[Cs+].